From a dataset of Reaction yield outcomes from USPTO patents with 853,638 reactions. Predict the reaction yield, written as a fraction of the theoretical maximum amount of product (1.0 means a 100% yield; for example, 0.34 means a 34% yield). (1) The reactants are [N:1]1[CH:6]=[CH:5][CH:4]=[C:3]([C:7]2[S:11][C:10]([C:12]([OH:14])=[O:13])=[CH:9][CH:8]=2)[N:2]=1.S(Cl)(Cl)=O.[CH3:19]O. The product is [N:1]1[CH:6]=[CH:5][CH:4]=[C:3]([C:7]2[S:11][C:10]([C:12]([O:14][CH3:19])=[O:13])=[CH:9][CH:8]=2)[N:2]=1. No catalyst specified. The yield is 0.890. (2) The reactants are S(=O)(=O)(O)O.[N+:6]([O-:9])(O)=[O:7].[F:10][C:11]1[CH:12]=[CH:13][C:14]([OH:17])=[N:15][CH:16]=1. No catalyst specified. The product is [F:10][C:11]1[CH:12]=[C:13]([N+:6]([O-:9])=[O:7])[C:14]([OH:17])=[N:15][CH:16]=1. The yield is 0.430. (3) The reactants are [NH2:1][CH:2]([CH2:15][C:16]1[CH:21]=[CH:20][C:19]([F:22])=[CH:18][CH:17]=1)[CH:3]([C:5]1[CH:10]=[CH:9][C:8]([C:11]([F:14])([F:13])[F:12])=[CH:7][CH:6]=1)[OH:4].[C:23]1([C:33](Cl)=[O:34])[C:32]2[C:27](=[CH:28][CH:29]=[CH:30][CH:31]=2)[CH:26]=[CH:25][CH:24]=1.C(=O)([O-])O.[Na+]. The catalyst is C(OCC)(=O)C.O. The product is [F:22][C:19]1[CH:18]=[CH:17][C:16]([CH2:15][CH:2]([NH:1][C:33]([C:23]2[C:32]3[C:27](=[CH:28][CH:29]=[CH:30][CH:31]=3)[CH:26]=[CH:25][CH:24]=2)=[O:34])[CH:3]([OH:4])[C:5]2[CH:10]=[CH:9][C:8]([C:11]([F:12])([F:13])[F:14])=[CH:7][CH:6]=2)=[CH:21][CH:20]=1. The yield is 0.910. (4) The reactants are [CH2:1]([C:5]1[CH:6]=[C:7]([CH2:11][OH:12])[CH:8]=[CH:9][CH:10]=1)[CH2:2][CH:3]=[CH2:4].[CH2:13]([O:16][C:17]1([CH3:46])[CH2:22][CH2:21][N:20]([C:23]2[N:28]3[N:29]=[C:30]([CH2:32]I)[CH:31]=[C:27]3[N:26]=[C:25]([CH3:34])[C:24]=2[C@H:35]([O:41][C:42]([CH3:45])([CH3:44])[CH3:43])[C:36]([O:38][CH2:39][CH3:40])=[O:37])[CH2:19][CH2:18]1)[CH:14]=[CH2:15].[H-].[Na+]. The catalyst is CN(C=O)C. The product is [CH2:13]([O:16][C:17]1([CH3:46])[CH2:18][CH2:19][N:20]([C:23]2[N:28]3[N:29]=[C:30]([CH2:32][O:12][CH2:11][C:7]4[CH:8]=[CH:9][CH:10]=[C:5]([CH2:1][CH2:2][CH:3]=[CH2:4])[CH:6]=4)[CH:31]=[C:27]3[N:26]=[C:25]([CH3:34])[C:24]=2[C@H:35]([O:41][C:42]([CH3:45])([CH3:44])[CH3:43])[C:36]([O:38][CH2:39][CH3:40])=[O:37])[CH2:21][CH2:22]1)[CH:14]=[CH2:15]. The yield is 0.326. (5) The reactants are [NH2:1][C:2]1(N)[CH:10]=[CH:9][C:8]([O:11][CH3:12])=[CH:7][CH:3]1[C:4](O)=[O:5].[CH:14]([NH2:16])=O. The catalyst is C(O)C. The product is [CH3:12][O:11][C:8]1[CH:7]=[C:3]2[C:2](=[CH:10][CH:9]=1)[N:1]=[CH:14][NH:16][C:4]2=[O:5]. The yield is 0.500. (6) The reactants are [NH2:1][C:2]1[CH:3]=[C:4]2[C:9](=[CH:10][CH:11]=1)[N:8]=[CH:7][C:6]([C:12]#[N:13])=[C:5]2[NH:14][C:15]1[CH:20]=[CH:19][C:18]([F:21])=[C:17]([Cl:22])[CH:16]=1.[N:23]1([C:28]2[CH:35]=[CH:34][C:31]([CH:32]=O)=[CH:30][CH:29]=2)[CH:27]=[CH:26][N:25]=[CH:24]1.[BH3-]C#N.[Na+]. The catalyst is CCO. The product is [Cl:22][C:17]1[CH:16]=[C:15]([NH:14][C:5]2[C:4]3[C:9](=[CH:10][CH:11]=[C:2]([NH:1][CH2:32][C:31]4[CH:30]=[CH:29][C:28]([N:23]5[CH:27]=[CH:26][N:25]=[CH:24]5)=[CH:35][CH:34]=4)[CH:3]=3)[N:8]=[CH:7][C:6]=2[C:12]#[N:13])[CH:20]=[CH:19][C:18]=1[F:21]. The yield is 0.660.